Regression. Given two drug SMILES strings and cell line genomic features, predict the synergy score measuring deviation from expected non-interaction effect. From a dataset of NCI-60 drug combinations with 297,098 pairs across 59 cell lines. Drug 1: CN(CCCl)CCCl.Cl. Drug 2: CN(C(=O)NC(C=O)C(C(C(CO)O)O)O)N=O. Cell line: RXF 393. Synergy scores: CSS=5.71, Synergy_ZIP=0.593, Synergy_Bliss=5.94, Synergy_Loewe=-1.10, Synergy_HSA=3.00.